Dataset: Catalyst prediction with 721,799 reactions and 888 catalyst types from USPTO. Task: Predict which catalyst facilitates the given reaction. (1) Reactant: [C:1]([N:4]1[C:13]2[C:8](=[CH:9][C:10]([C:14]#[N:15])=[CH:11][CH:12]=2)[C@H:7]([NH2:16])[C@@H:6]([CH3:17])[C@@H:5]1[CH:18]1[CH2:20][CH2:19]1)(=[O:3])[CH3:2].Br[C:22]1[N:27]=[C:26]([CH2:28][O:29][Si:30]([C:33]([CH3:36])([CH3:35])[CH3:34])([CH3:32])[CH3:31])[C:25]([Cl:37])=[CH:24][CH:23]=1.CC(C)([O-])C.[Na+].CN(C1C(C2C(P(C3CCCCC3)C3CCCCC3)=CC=CC=2)=CC=CC=1)C. Product: [C:1]([N:4]1[C:13]2[C:8](=[CH:9][C:10]([C:14]#[N:15])=[CH:11][CH:12]=2)[C@H:7]([NH:16][C:22]2[CH:23]=[CH:24][C:25]([Cl:37])=[C:26]([CH2:28][O:29][Si:30]([C:33]([CH3:36])([CH3:35])[CH3:34])([CH3:31])[CH3:32])[N:27]=2)[C@@H:6]([CH3:17])[C@@H:5]1[CH:18]1[CH2:20][CH2:19]1)(=[O:3])[CH3:2]. The catalyst class is: 62. (2) Reactant: [CH3:1][C:2]1[CH:7]=[CH:6][C:5]([C:8]2[CH:13]=[CH:12][C:11]([OH:14])=[CH:10][CH:9]=2)=[CH:4][CH:3]=1.C1(NC2CCCCC2)CCCCC1.[P:28]([O-:33])([O:31]C)[O:29][CH3:30]. Product: [CH3:30][O:29][P:28]([OH:33])([O:14][CH3:11])=[O:31].[CH3:1][C:2]1[CH:7]=[CH:6][C:5]([C:8]2[CH:9]=[CH:10][CH:11]=[CH:12][CH:13]=2)=[CH:4][CH:3]=1. The catalyst class is: 21. (3) Product: [F:18][CH:2]([F:1])[C:3]1[CH:4]=[CH:5][C:6]([C:20]2[N:24]3[CH:25]=[C:26]([C:29]4[CH:30]=[CH:31][C:32]([C:35]([N:37]5[CH2:42][CH2:41][N:40]([CH3:43])[CH2:39][CH2:38]5)=[O:36])=[CH:33][CH:34]=4)[N:27]=[CH:28][C:23]3=[N:22][CH:21]=2)=[CH:7][CH:8]=1. The catalyst class is: 70. Reactant: [F:1][CH:2]([F:18])[C:3]1[CH:8]=[CH:7][C:6](B2OC(C)(C)C(C)(C)O2)=[CH:5][CH:4]=1.Br[C:20]1[N:24]2[CH:25]=[C:26]([C:29]3[CH:34]=[CH:33][C:32]([C:35]([N:37]4[CH2:42][CH2:41][N:40]([CH3:43])[CH2:39][CH2:38]4)=[O:36])=[CH:31][CH:30]=3)[N:27]=[CH:28][C:23]2=[N:22][CH:21]=1.[O-]P([O-])([O-])=O.[K+].[K+].[K+].